Dataset: Reaction yield outcomes from USPTO patents with 853,638 reactions. Task: Predict the reaction yield, written as a fraction of the theoretical maximum amount of product (1.0 means a 100% yield; for example, 0.34 means a 34% yield). (1) The reactants are Cl.Cl.[F:3][C:4]1[CH:9]=[CH:8][C:7]([C:10]2[C:19]3[CH2:18][NH:17][CH2:16][C:15]([CH3:21])([CH3:20])[C:14]=3[N:13]=[C:12]([CH:22]([CH3:24])[CH3:23])[C:11]=2[CH:25]([OH:30])[C:26]([O:28][CH3:29])=[O:27])=[CH:6][CH:5]=1.CCN(CC)CC.[F:45][C:44]([F:47])([F:46])[C:43](O[C:43](=[O:48])[C:44]([F:47])([F:46])[F:45])=[O:48].C(O[C:55]([CH3:58])([CH3:57])[CH3:56])(=O)C.Cl(O)(=O)(=O)=O. The catalyst is C(Cl)Cl.CCOCC. The product is [C:55]([O:30][CH:25]([C:11]1[C:12]([CH:22]([CH3:24])[CH3:23])=[N:13][C:14]2[C:15]([CH3:20])([CH3:21])[CH2:16][N:17]([C:43](=[O:48])[C:44]([F:45])([F:46])[F:47])[CH2:18][C:19]=2[C:10]=1[C:7]1[CH:8]=[CH:9][C:4]([F:3])=[CH:5][CH:6]=1)[C:26]([O:28][CH3:29])=[O:27])([CH3:58])([CH3:57])[CH3:56]. The yield is 0.550. (2) The reactants are C([N:3]([CH2:6]C)CC)C.C1(P(N=[N+]=[N-])(C2C=CC=CC=2)=[O:15])C=CC=CC=1.[Cl:25][C:26]1[C:34]([F:35])=[CH:33][C:29](C(O)=O)=[C:28]([NH:36][CH:37]2[CH2:42][CH2:41][O:40][CH2:39][CH2:38]2)[N:27]=1. The catalyst is O1CCOCC1. The product is [Cl:25][C:26]1[N:27]=[C:28]2[N:36]([CH:37]3[CH2:38][CH2:39][O:40][CH2:41][CH2:42]3)[C:6](=[O:15])[NH:3][C:29]2=[CH:33][C:34]=1[F:35]. The yield is 0.460. (3) The reactants are Br[C:2]1[CH:10]=[CH:9][C:5]([C:6]([OH:8])=[O:7])=[C:4]([CH3:11])[CH:3]=1.C([Li])CCC.CN(C)[CH:19]=[O:20]. The catalyst is C1COCC1. The product is [CH:19]([C:2]1[CH:10]=[CH:9][C:5]([C:6]([OH:8])=[O:7])=[C:4]([CH3:11])[CH:3]=1)=[O:20]. The yield is 0.470. (4) The reactants are [F:1][C:2]1[CH:7]=[C:6]([O:8][C:9]([F:12])([F:11])[F:10])[CH:5]=[CH:4][C:3]=1[CH:13]1[CH2:18][CH:17]([C:19]([OH:21])=O)[CH2:16][CH2:15][N:14]1[C:22]([O:24][CH3:25])=[O:23].N1(C(N2C=CN=C2)=O)C=CN=C1.[CH2:38]([O:40][C:41](=[O:46])[CH2:42][C:43]([O-:45])=O)[CH3:39].[K+].[Cl-].[Mg+2].[Cl-].Cl. The catalyst is CN1C2C(N=C(N)NC=2NCC1CNC1C=CC(C(NC(C(O)=O)CCC(O)=O)=O)=CC=1)=O.C(Cl)Cl. The product is [CH2:38]([O:40][C:41](=[O:46])[CH2:42][C:19]([C@H:17]1[CH2:16][CH2:15][N:14]([C:22]([O:24][CH3:25])=[O:23])[C@@H:13]([C:3]2[CH:4]=[CH:5][C:6]([O:8][C:9]([F:12])([F:10])[F:11])=[CH:7][C:2]=2[F:1])[CH2:18]1)=[O:21])[CH3:39].[CH2:38]([O:40][C:41](=[O:46])[CH2:42][C:43]([C@@H:17]1[CH2:16][CH2:15][N:14]([C:22]([O:24][CH3:25])=[O:23])[C@@H:13]([C:3]2[CH:4]=[CH:5][C:6]([O:8][C:9]([F:12])([F:10])[F:11])=[CH:7][C:2]=2[F:1])[CH2:18]1)=[O:45])[CH3:39]. The yield is 0.709.